This data is from Forward reaction prediction with 1.9M reactions from USPTO patents (1976-2016). The task is: Predict the product of the given reaction. (1) Given the reactants Br[C:2]1[CH:7]=[CH:6][C:5]([OH:8])=[CH:4][C:3]=1[C:9]([F:12])([F:11])[F:10].[C:13]([O:17][CH2:18][CH3:19])(=[O:16])[CH:14]=[CH2:15].CCN(C(C)C)C(C)C, predict the reaction product. The product is: [OH:8][C:5]1[CH:6]=[CH:7][C:2](/[CH:15]=[CH:14]/[C:13]([O:17][CH2:18][CH3:19])=[O:16])=[C:3]([C:9]([F:12])([F:11])[F:10])[CH:4]=1. (2) The product is: [CH3:47][O:46][CH:38]1[C@@H:39]2[O:40][C:41]([CH3:45])([CH3:44])[O:42][C@@H:43]2[C@@H:36]([CH2:35][N:8]2[C:9]3[CH:10]=[CH:11][CH:12]=[C:13]4[C:2]([CH3:17])([CH3:1])[CH2:3][CH2:4][N:5]([C:14]=34)[C:6](=[O:16])[C:7]2=[O:15])[O:37]1. Given the reactants [CH3:1][C:2]1([CH3:17])[C:13]2[C:14]3[N:5]([C:6](=[O:16])[C:7](=[O:15])[NH:8][C:9]=3[CH:10]=[CH:11][CH:12]=2)[CH2:4][CH2:3]1.C(=O)([O-])[O-].[Cs+].[Cs+].CC1C=CC(S(O[CH2:35][C@@H:36]2[C@@H:43]3[C@@H:39]([O:40][C:41]([CH3:45])([CH3:44])[O:42]3)[CH:38]([O:46][CH3:47])[O:37]2)(=O)=O)=CC=1.O, predict the reaction product.